From a dataset of Catalyst prediction with 721,799 reactions and 888 catalyst types from USPTO. Predict which catalyst facilitates the given reaction. (1) Reactant: [NH2:1][C@@H:2]([C:6]([S:9][CH:10]([CH3:12])[CH3:11])([CH3:8])[CH3:7])[C:3]([OH:5])=[O:4].O1CCOCC1.[OH-].[Na+].Cl[C:22]([O:24][CH:25]([CH3:27])[CH3:26])=[O:23]. Product: [CH:25]([O:24][C:22]([NH:1][C@@H:2]([C:6]([S:9][CH:10]([CH3:12])[CH3:11])([CH3:7])[CH3:8])[C:3]([OH:5])=[O:4])=[O:23])([CH3:27])[CH3:26]. The catalyst class is: 6. (2) Reactant: [F:1][C:2]1[CH:20]=[C:19]([CH3:21])[CH:18]=[CH:17][C:3]=1[O:4][C:5]1[CH:6]=[CH:7][C:8]2[N:12]=[C:11]([CH2:13][OH:14])[N:10]([CH3:15])[C:9]=2[CH:16]=1.O[C:23]1[CH:24]=[C:25]([CH:30]=[CH:31][CH:32]=1)[C:26]([O:28][CH3:29])=[O:27].C(P(CCCC)CCCC)CCC.N(C(N1CCCCC1)=O)=NC(N1CCCCC1)=O. Product: [F:1][C:2]1[CH:20]=[C:19]([CH3:21])[CH:18]=[CH:17][C:3]=1[O:4][C:5]1[CH:6]=[CH:7][C:8]2[N:12]=[C:11]([CH2:13][O:14][C:23]3[CH:24]=[C:25]([CH:30]=[CH:31][CH:32]=3)[C:26]([O:28][CH3:29])=[O:27])[N:10]([CH3:15])[C:9]=2[CH:16]=1. The catalyst class is: 4. (3) Reactant: C(=O)([O-])[O-].[Cs+].[Cs+].I[CH2:8][CH3:9].[F:10][C:11]1[CH:16]=[CH:15][C:14]([N:17]2[C:21]3[CH:22]=[C:23]4[C@:28]([C:30]([OH:32])=[O:31])([CH2:29][C:20]=3[CH:19]=[N:18]2)[CH2:27][N:26]([S:33]([C:36]2[CH:41]=[CH:40][CH:39]=[C:38]([N:42]3[CH2:46][CH2:45][C@@H:44]([F:47])[CH2:43]3)[CH:37]=2)(=[O:35])=[O:34])[CH2:25][CH2:24]4)=[CH:13][CH:12]=1. Product: [CH2:8]([O:31][C:30]([C@@:28]12[CH2:27][N:26]([S:33]([C:36]3[CH:41]=[CH:40][CH:39]=[C:38]([N:42]4[CH2:46][CH2:45][C@@H:44]([F:47])[CH2:43]4)[CH:37]=3)(=[O:34])=[O:35])[CH2:25][CH2:24][C:23]1=[CH:22][C:21]1[N:17]([C:14]3[CH:13]=[CH:12][C:11]([F:10])=[CH:16][CH:15]=3)[N:18]=[CH:19][C:20]=1[CH2:29]2)=[O:32])[CH3:9]. The catalyst class is: 42. (4) Reactant: Cl[C:2]1[N:10]=[C:9]([Cl:11])[CH:8]=[CH:7][C:3]=1[C:4]([OH:6])=[O:5].[CH:12]1([NH2:17])[CH2:16][CH2:15][CH2:14][CH2:13]1. Product: [NH2:17][C:12]1([C:2]2[N:10]=[C:9]([Cl:11])[CH:8]=[CH:7][C:3]=2[C:4]([OH:6])=[O:5])[CH2:16][CH2:15][CH2:14][CH2:13]1. The catalyst class is: 107. (5) Reactant: [Br:1][C:2]1[CH:3]=[C:4]2[C:9](=[CH:10][CH:11]=1)[N:8]=[CH:7][CH:6]=[C:5]2[Cl:12].[NH2:13][C:14]1[CH:15]=[C:16]([OH:21])[CH:17]=[CH:18][C:19]=1[Cl:20].Cl. Product: [ClH:12].[Br:1][C:2]1[CH:3]=[C:4]2[C:9](=[CH:10][CH:11]=1)[N:8]=[CH:7][CH:6]=[C:5]2[NH:13][C:14]1[CH:15]=[C:16]([OH:21])[CH:17]=[CH:18][C:19]=1[Cl:20]. The catalyst class is: 880. (6) Reactant: [NH2:1][C:2]1[CH:3]=[C:4]([C:11]([N:13]2[CH2:18][CH2:17][CH:16]([C:19]3[CH:24]=[CH:23][C:22]([C:25]4[CH:26]=[N:27][N:28]([CH3:30])[CH:29]=4)=[CH:21][CH:20]=3)[CH2:15][CH2:14]2)=[O:12])[CH:5]=[CH:6][C:7]=1[N:8]([CH3:10])[CH3:9].C(N(CC)CC)C.[CH:38]1([C:41](Cl)=[O:42])[CH2:40][CH2:39]1. Product: [CH3:10][N:8]([CH3:9])[C:7]1[CH:6]=[CH:5][C:4]([C:11]([N:13]2[CH2:14][CH2:15][CH:16]([C:19]3[CH:24]=[CH:23][C:22]([C:25]4[CH:26]=[N:27][N:28]([CH3:30])[CH:29]=4)=[CH:21][CH:20]=3)[CH2:17][CH2:18]2)=[O:12])=[CH:3][C:2]=1[NH:1][C:41]([CH:38]1[CH2:40][CH2:39]1)=[O:42]. The catalyst class is: 2.